Dataset: Forward reaction prediction with 1.9M reactions from USPTO patents (1976-2016). Task: Predict the product of the given reaction. (1) Given the reactants Cl[C:2]1[N:11]=[C:10](Cl)[C:9]2[C:4](=[CH:5][CH:6]=[CH:7][CH:8]=2)[N:3]=1.[NH2:13][C:14]1[CH:15]=[CH:16][CH:17]=[C:18]2[C:23]=1[N:22]=[CH:21][CH:20]=[CH:19]2.[CH3:24][C:25]1[CH:29]=[C:28]([CH3:30])[NH:27][N:26]=1, predict the reaction product. The product is: [CH3:24][C:25]1[CH:29]=[C:28]([CH3:30])[N:27]([C:2]2[N:11]=[C:10]([NH:13][C:14]3[CH:15]=[CH:16][CH:17]=[C:18]4[C:23]=3[N:22]=[CH:21][CH:20]=[CH:19]4)[C:9]3[C:4](=[CH:5][CH:6]=[CH:7][CH:8]=3)[N:3]=2)[N:26]=1. (2) Given the reactants CC1C=CC(C(OC)=O)=CC=1[B:12]1[O:16][C:15]([CH3:18])([CH3:17])[C:14]([CH3:20])([CH3:19])[O:13]1.[CH:21]1([C:24]2[C:33](I)=[CH:32][C:27]([C:28]([O:30][CH3:31])=[O:29])=[C:26]([CH3:35])[CH:25]=2)[CH2:23][CH2:22]1.IC1C=C(C=CC=1C)C(OC)=O, predict the reaction product. The product is: [CH:21]1([C:24]2[C:33]([B:12]3[O:16][C:15]([CH3:18])([CH3:17])[C:14]([CH3:20])([CH3:19])[O:13]3)=[CH:32][C:27]([C:28]([O:30][CH3:31])=[O:29])=[C:26]([CH3:35])[CH:25]=2)[CH2:23][CH2:22]1. (3) Given the reactants C[O:2][C:3]1[CH:4]=[C:5]([CH2:11][CH2:12][C:13]2[CH:14]=[C:15]([NH2:18])[NH:16][N:17]=2)[CH:6]=[C:7]([O:9]C)[CH:8]=1.Cl[C:20]1[CH:25]=[CH:24][N:23]=[C:22]([NH:26][CH2:27][C:28]2[O:32][N:31]=[C:30]([CH3:33])[CH:29]=2)[N:21]=1, predict the reaction product. The product is: [CH3:33][C:30]1[CH:29]=[C:28]([CH2:27][NH:26][C:22]2[N:23]=[C:24]([NH:18][C:15]3[NH:16][N:17]=[C:13]([CH2:12][CH2:11][C:5]4[CH:6]=[C:7]([OH:9])[CH:8]=[C:3]([OH:2])[CH:4]=4)[CH:14]=3)[CH:25]=[CH:20][N:21]=2)[O:32][N:31]=1. (4) Given the reactants [CH3:1][O:2][C:3](=[O:14])[C:4]1[CH:12]=[CH:11][C:7]([C:8]([OH:10])=O)=[CH:6][C:5]=1[NH2:13].[Cl:15][C:16]1[C:17]2[CH:27]=[CH:26][CH:25]=[CH:24][C:18]=2[S:19][C:20]=1[C:21](Cl)=[O:22].[NH2:28][C:29]1[S:30][CH:31]=[CH:32][N:33]=1.CCN=C=NCCCN(C)C.Cl.C1C=CC2N(O)N=NC=2C=1.CCN(C(C)C)C(C)C, predict the reaction product. The product is: [Cl:15][C:16]1[C:17]2[CH:27]=[CH:26][CH:25]=[CH:24][C:18]=2[S:19][C:20]=1[C:21]([NH:13][C:5]1[CH:6]=[C:7]([C:8](=[O:10])[NH:28][C:29]2[S:30][CH:31]=[CH:32][N:33]=2)[CH:11]=[CH:12][C:4]=1[C:3]([O:2][CH3:1])=[O:14])=[O:22]. (5) Given the reactants [CH2:1]([N:8]1[C:12](=O)[CH2:11][CH:10]([C:14](OC)=[O:15])[CH2:9]1)[C:2]1[CH:7]=[CH:6][CH:5]=[CH:4][CH:3]=1.[H-].[Al+3].[Li+].[H-].[H-].[H-], predict the reaction product. The product is: [CH2:1]([N:8]1[CH2:12][CH2:11][CH:10]([CH2:14][OH:15])[CH2:9]1)[C:2]1[CH:7]=[CH:6][CH:5]=[CH:4][CH:3]=1. (6) Given the reactants [CH2:1]([N:3]1[CH2:8][C@@H:7]([C:9]2[CH:14]=[CH:13][CH:12]=[CH:11][CH:10]=2)[O:6][C:5](=[O:15])[CH2:4]1)[CH3:2].C[Si]([N-][Si](C)(C)C)(C)C.[Li+].O1CCCC1.C(C1C=CC=CC=1)C.Br[CH2:40][C:41]([O:43][CH3:44])=[O:42], predict the reaction product. The product is: [CH2:1]([N:3]1[CH2:8][C@@H:7]([C:9]2[CH:10]=[CH:11][CH:12]=[CH:13][CH:14]=2)[O:6][C:5](=[O:15])[CH:4]1[CH2:40][C:41]([O:43][CH3:44])=[O:42])[CH3:2]. (7) Given the reactants [NH2:1][C:2]1[C:12](I)=[CH:11][C:5]([C:6]([O:8][CH2:9][CH3:10])=[O:7])=[C:4]([Cl:14])[CH:3]=1.[C:15]([OH:20])(=[O:19])[C:16]([CH3:18])=O.N12CCN(CC1)CC2, predict the reaction product. The product is: [Cl:14][C:4]1[CH:3]=[C:2]2[C:12]([CH:18]=[C:16]([C:15]([OH:20])=[O:19])[NH:1]2)=[CH:11][C:5]=1[C:6]([O:8][CH2:9][CH3:10])=[O:7]. (8) Given the reactants [F:1][C:2]1[CH:10]=[C:9]([C:11]([F:14])([F:13])[F:12])[CH:8]=[CH:7][C:3]=1[C:4]([NH2:6])=[O:5].C(Cl)(=O)[C:16](Cl)=[O:17], predict the reaction product. The product is: [F:1][C:2]1[CH:10]=[C:9]([C:11]([F:12])([F:13])[F:14])[CH:8]=[CH:7][C:3]=1[C:4]([N:6]=[C:16]=[O:17])=[O:5]. (9) Given the reactants Br[C:2]1[C:3]([CH3:19])=[C:4]([NH:8][C:9](=[O:18])[CH2:10][C:11]2[C:16]([F:17])=[CH:15][CH:14]=[CH:13][N:12]=2)[CH:5]=[CH:6][CH:7]=1.[CH3:20][C:21]1([CH3:37])[C:25]([CH3:27])([CH3:26])[O:24][B:23]([B:23]2[O:24][C:25]([CH3:27])([CH3:26])[C:21]([CH3:37])([CH3:20])[O:22]2)[O:22]1.C([O-])(=O)C.[K+], predict the reaction product. The product is: [F:17][C:16]1[C:11]([CH2:10][C:9]([NH:8][C:4]2[CH:5]=[CH:6][CH:7]=[C:2]([B:23]3[O:24][C:25]([CH3:27])([CH3:26])[C:21]([CH3:37])([CH3:20])[O:22]3)[C:3]=2[CH3:19])=[O:18])=[N:12][CH:13]=[CH:14][CH:15]=1. (10) Given the reactants [NH2:1][CH:2]([C:11]1[C:16]([O:17][CH3:18])=[CH:15][CH:14]=[CH:13][C:12]=1[O:19][CH3:20])[CH2:3][CH:4]([CH3:10])[C:5]([O:7]CC)=O.[CH3:21][C:22]1[S:26][C:25]([C:27]2[CH:28]=[C:29]([CH:32]=[CH:33][N:34]=2)[CH:30]=O)=[N:24][CH:23]=1, predict the reaction product. The product is: [CH3:18][O:17][C:16]1[CH:15]=[CH:14][CH:13]=[C:12]([O:19][CH3:20])[C:11]=1[CH:2]1[N:1]([CH2:30][C:29]2[CH:32]=[CH:33][N:34]=[C:27]([C:25]3[S:26][C:22]([CH3:21])=[CH:23][N:24]=3)[CH:28]=2)[C:5](=[O:7])[CH:4]([CH3:10])[CH2:3]1.